From a dataset of Experimentally validated miRNA-target interactions with 360,000+ pairs, plus equal number of negative samples. Binary Classification. Given a miRNA mature sequence and a target amino acid sequence, predict their likelihood of interaction. (1) The miRNA is hsa-miR-6842-5p with sequence UGGGGGUGGUCUCUAGCCAAGG. The protein sequence of the target gene is MYVWPCAVVLAQYLWFHRRSLPGKAILEIGAGVSLPGILAAKCGAEVILSDSSELPHCLEVCRQSCQMNNLPHLQVVGLTWGHISWDLLALPPQDIILASDVFFEPEDFEDILATIYFLMHKNPKVQLWSTYQVRSADWSLEALLYKWDMKCVHIPLESFDADKEDIAESTLPGRHTVEMLVISFAKDSL. Result: 0 (no interaction). (2) The miRNA is hsa-miR-4483 with sequence GGGGUGGUCUGUUGUUG. The protein sequence of the target gene is MVLKVFFPTCCASADSGLLVGRWVPGQSSAVILAVVHFPFIPIQVKELLAQVQKASQVPVAVLGTWCHRQQEPQESLGNFLEGLGTIFSHDPWLQLCRERGTRLWSCKATYPQMSNPLDMHPEEQVMLIFYDQRKLLLSWLHPPPVLPACQMGDTTASTGGLADIFDTVARSEVLFRNDQFDERPVRLSHWQSEGVEASILVELAKRASGPVCLLLASLLSLISAASACRLWKLWPLSFIRSKLSTCEQLHHRLKHLSFIFSTEKAQNPMQLMRKANMLVSVLLDVALGLLLLSWLHSNN.... Result: 0 (no interaction). (3) The miRNA is hsa-miR-374a-5p with sequence UUAUAAUACAACCUGAUAAGUG. Result: 0 (no interaction). The protein sequence of the target gene is MAATVRRQRPRRLLCWALVAVLLADLLALSDTLAVMSVDLGSESMKVAIVKPGVPMEIVLNKESRRKTPVTVTLKENERFLGDSAAGMAIKNPKATLRYFQHLLGKQADNPHVALYRSRFPEHELNVDPQRQTVRFQISPQLQFSPEEVLGMVLNYSRSLAEDFAEQPIKDAVITVPAFFNQAERRAVLQAARMAGLKVLQLINDNTATALSYGVFRRKDINSTAQNIMFYDMGSGSTVCTIVTYQTVKTKEAGTQPQLQIRGVGFDRTLGGLEMELRLREHLAKLFNEQRKGQKAKDVR.... (4) The miRNA is mmu-miR-8118 with sequence GACAAACAUGACUAUGCUGACA. The protein sequence of the target gene is MAAQGEAVEEIICEFDDDLVSELSTLLRVDALSVLKRQQEEDHKTRMKMKKGFNSQMRSEAKRLKTFETYDKFRSWTPQEMAAAGFYHTGVKLGVQCFCCSLILFSTRLRKLPIENHKKLRPECEFLLGKDVGNIGKYDIRVKSPEKMLRGDKARYHEEEARLESFEDWPFYAHGTSPRVLSAAGFVFTGKRDTVQCFSCGGCLGNWEEGDDPWKEHAKWFPKCEFLQSKKSPEEITQYVQSYEGFLHVTGEHFVNSWVRRELPMVSAYCNDSVFANEELRMDTFKDWPHESPGAVEALV.... Result: 0 (no interaction).